Dataset: Reaction yield outcomes from USPTO patents with 853,638 reactions. Task: Predict the reaction yield, written as a fraction of the theoretical maximum amount of product (1.0 means a 100% yield; for example, 0.34 means a 34% yield). (1) The reactants are [CH3:1][C:2]1[N:3]=[C:4]([C:8]2[C:13]([O:14][C:15]3[C:24]4[C:19](=[CH:20][C:21]([O:27][CH2:28][CH:29]5[CH2:31][O:30]5)=[C:22]([O:25][CH3:26])[CH:23]=4)[N:18]=[CH:17][CH:16]=3)=[CH:12][C:11]([CH3:32])=[C:10]([CH3:33])[N:9]=2)[S:5][C:6]=1[CH3:7].FC(F)(F)C(O)=[O:37].[OH-].[Na+].O. The catalyst is C(Cl)Cl. The product is [CH3:1][C:2]1[N:3]=[C:4]([C:8]2[C:13]([O:14][C:15]3[C:24]4[C:19](=[CH:20][C:21]([O:27][CH2:28][CH:29]([OH:30])[CH2:31][OH:37])=[C:22]([O:25][CH3:26])[CH:23]=4)[N:18]=[CH:17][CH:16]=3)=[CH:12][C:11]([CH3:32])=[C:10]([CH3:33])[N:9]=2)[S:5][C:6]=1[CH3:7]. The yield is 1.00. (2) The reactants are [OH:1][C@@H:2]([C:23]1[CH:28]=[CH:27][CH:26]=[CH:25][CH:24]=1)[CH2:3][CH2:4][N:5]1[CH2:10][CH2:9][CH:8]([C:11]2[CH:12]=[C:13]([NH:17][C:18](=[O:22])[CH:19]([CH3:21])[CH3:20])[CH:14]=[CH:15][CH:16]=2)[CH2:7][CH2:6]1.[C:29]([C:31]1[CH:36]=[CH:35][C:34](O)=[CH:33][CH:32]=1)#[N:30].C1(P(C2C=CC=CC=2)C2C=CC=CC=2)C=CC=CC=1.N(C(OCC)=O)=NC(OCC)=O.N. The catalyst is C1COCC1.C(Cl)(Cl)Cl. The product is [C:29]([C:31]1[CH:36]=[CH:35][C:34]([O:1][C@H:2]([C:23]2[CH:24]=[CH:25][CH:26]=[CH:27][CH:28]=2)[CH2:3][CH2:4][N:5]2[CH2:10][CH2:9][CH:8]([C:11]3[CH:12]=[C:13]([NH:17][C:18](=[O:22])[CH:19]([CH3:21])[CH3:20])[CH:14]=[CH:15][CH:16]=3)[CH2:7][CH2:6]2)=[CH:33][CH:32]=1)#[N:30]. The yield is 0.713. (3) The reactants are [Br:1][C:2]1[CH:7]=[CH:6][C:5]([F:8])=[C:4](C)[C:3]=1[CH3:10].[CH3:23][C:22]([O:21][C:19](O[C:19]([O:21][C:22]([CH3:25])([CH3:24])[CH3:23])=[O:20])=[O:20])([CH3:25])[CH3:24].[OH2:26].C[N:28]([CH:30]=[O:31])C. The catalyst is CN(C1C=CN=CC=1)C. The product is [Br:1][C:2]1[C:3]([CH3:10])=[C:4]([N:28]([C:19]([O:21][C:22]([CH3:23])([CH3:24])[CH3:25])=[O:20])[C:30](=[O:31])[O:26][C:3]([CH3:10])([CH3:4])[CH3:2])[C:5]([F:8])=[CH:6][CH:7]=1. The yield is 0.500. (4) The reactants are [N:1]1[CH:6]=[CH:5][CH:4]=[CH:3][C:2]=1[C:7](=O)[CH2:8][C:9]1[CH:14]=[CH:13][N:12]=[C:11]([Br:15])[CH:10]=1.C(O)(=O)C.CC([N:24]([CH3:26])C)=O.O.[NH2:28]N. The catalyst is CN(C=O)C.O. The product is [Br:15][C:11]1[CH:10]=[C:9]([C:8]2[C:7]([C:2]3[CH:3]=[CH:4][CH:5]=[CH:6][N:1]=3)=[N:28][NH:24][CH:26]=2)[CH:14]=[CH:13][N:12]=1. The yield is 0.605. (5) The reactants are [C:1]([O:9]CC)(=O)[CH2:2][C:3]([O:5][CH2:6][CH3:7])=[O:4].[H-].[Na+].[H][H].[CH2:16]([N:23]1[C:28]2[CH:29]=[CH:30][C:31]([CH3:33])=[CH:32][C:27]=2[C:26](=O)[O:25]C1=O)[C:17]1[CH:22]=[CH:21][CH:20]=[CH:19][CH:18]=1.Cl. The catalyst is CC(N(C)C)=O. The product is [CH2:6]([O:5][C:3]([C:2]1[C:1](=[O:9])[N:23]([CH2:16][C:17]2[CH:18]=[CH:19][CH:20]=[CH:21][CH:22]=2)[C:28]2[C:27]([C:26]=1[OH:25])=[CH:32][C:31]([CH3:33])=[CH:30][CH:29]=2)=[O:4])[CH3:7]. The yield is 0.970. (6) The yield is 0.430. The reactants are [CH2:1]([O:8][C:9]1[CH:14]=[CH:13][C:12](/[CH:15]=[CH:16]/[N+:17]([O-:19])=[O:18])=[CH:11][N:10]=1)[C:2]1[CH:7]=[CH:6][CH:5]=[CH:4][CH:3]=1.C(O)(=O)C.[BH4-].[Na+]. The product is [CH2:1]([O:8][C:9]1[CH:14]=[CH:13][C:12]([CH2:15][CH2:16][N+:17]([O-:19])=[O:18])=[CH:11][N:10]=1)[C:2]1[CH:7]=[CH:6][CH:5]=[CH:4][CH:3]=1. The catalyst is CS(C)=O. (7) The reactants are [F:1][C:2]1[C:10]([CH3:11])=[CH:9][CH:8]=[C:7]([F:12])[C:3]=1[C:4]([OH:6])=[O:5].S(Cl)(Cl)=O.[CH3:17]O. No catalyst specified. The product is [F:1][C:2]1[C:10]([CH3:11])=[CH:9][CH:8]=[C:7]([F:12])[C:3]=1[C:4]([O:6][CH3:17])=[O:5]. The yield is 0.860. (8) The reactants are [F:1][C:2]1[CH:3]=[C:4]([C:11](=[O:13])[CH3:12])[CH:5]=[C:6]([F:10])[C:7]=1[O:8]C.Br. The catalyst is O. The product is [F:1][C:2]1[CH:3]=[C:4]([C:11](=[O:13])[CH3:12])[CH:5]=[C:6]([F:10])[C:7]=1[OH:8]. The yield is 0.910. (9) The reactants are [SH:1][C:2]1[S:3][C:4]2[CH:10]=[CH:9][CH:8]=[CH:7][C:5]=2[N:6]=1.[Br:11][CH2:12][C:13]([C:15]1[CH:20]=[CH:19][C:18]([CH3:21])=[CH:17][CH:16]=1)=[O:14].O. The catalyst is C(O)C. The product is [BrH:11].[S:3]1[C:4]2[CH:10]=[CH:9][CH:8]=[CH:7][C:5]=2[N:6]=[C:2]1[S:1][CH2:12][C:13]([C:15]1[CH:20]=[CH:19][C:18]([CH3:21])=[CH:17][CH:16]=1)=[O:14]. The yield is 0.180.